Dataset: Reaction yield outcomes from USPTO patents with 853,638 reactions. Task: Predict the reaction yield, written as a fraction of the theoretical maximum amount of product (1.0 means a 100% yield; for example, 0.34 means a 34% yield). (1) The reactants are [N+:1]([C:4]1[CH:12]=[C:11]2[C:7]([CH2:8][CH2:9][NH:10]2)=[CH:6][CH:5]=1)([O-])=O. The catalyst is C(OCC)(=O)C.[Pd]. The product is [NH2:1][C:4]1[CH:12]=[C:11]2[C:7]([CH2:8][CH2:9][NH:10]2)=[CH:6][CH:5]=1. The yield is 0.980. (2) The catalyst is CC(O)C. The yield is 0.340. The product is [NH2:1][C:2]1[CH:3]=[CH:4][CH:5]=[C:6]2[C:11]=1[N:10]=[CH:9][CH:8]=[C:7]2[Cl:12]. The reactants are [NH2:1][C:2]1[CH:3]=[CH:4][CH:5]=[C:6]2[C:11]=1[N:10]=[CH:9][CH:8]=[CH:7]2.[Cl:12]N1C(=O)CCC1=O. (3) The reactants are [CH:1]([C:4]1[CH:9]=[CH:8][CH:7]=[C:6]([O:10][CH3:11])[CH:5]=1)([CH3:3])[CH3:2].[Br:12]N1C(=O)CCC1=O.O. The catalyst is C(Cl)(Cl)(Cl)Cl. The product is [Br:12][C:9]1[CH:8]=[CH:7][C:6]([O:10][CH3:11])=[CH:5][C:4]=1[CH:1]([CH3:3])[CH3:2]. The yield is 0.810. (4) The reactants are [NH2:1][S:2]([C:5]1[CH:6]=[C:7]([C:11]2[CH:12]=[C:13]3[C:18](=[CH:19][CH:20]=2)[O:17][C@H:16]([CH2:21][N:22]([CH2:30][C@H:31]([O:38][Si](C(C)(C)C)(C)C)[C:32]2[CH:33]=[N:34][CH:35]=[CH:36][CH:37]=2)C(=O)OC(C)(C)C)[CH2:15][CH2:14]3)[CH:8]=[CH:9][CH:10]=1)(=[O:4])=[O:3].CCN(CC)CC.[CH3:53][C:54]1[CH:59]=[CH:58][C:57]([N:60]=[C:61]=[O:62])=[CH:56][CH:55]=1.[Cl:63]C(Cl)C. No catalyst specified. The product is [ClH:63].[OH:38][C@H:31]([C:32]1[CH:33]=[N:34][CH:35]=[CH:36][CH:37]=1)[CH2:30][NH:22][CH2:21][C@H:16]1[CH2:15][CH2:14][C:13]2[C:18](=[CH:19][CH:20]=[C:11]([C:7]3[CH:8]=[CH:9][CH:10]=[C:5]([S:2]([NH:1][C:61]([NH:60][C:57]4[CH:58]=[CH:59][C:54]([CH3:53])=[CH:55][CH:56]=4)=[O:62])(=[O:4])=[O:3])[CH:6]=3)[CH:12]=2)[O:17]1. The yield is 0.500. (5) The reactants are Cl[C:2]1[N:7]=[C:6]([N:8]([CH3:18])[C:9]2[CH:10]=[C:11]([CH2:16][OH:17])[CH:12]=[CH:13][C:14]=2[CH3:15])[CH:5]=[CH:4][N:3]=1.[N:19]1([C:25]2[CH:26]=[C:27]([CH:29]=[C:30]([N:32]3[CH2:37][CH2:36][O:35][CH2:34][CH2:33]3)[CH:31]=2)[NH2:28])[CH2:24][CH2:23][O:22][CH2:21][CH2:20]1.Cl. The catalyst is O1CCOCC1.CC(O)C. The product is [N:19]1([C:25]2[CH:26]=[C:27]([NH:28][C:2]3[N:7]=[C:6]([N:8]([CH3:18])[C:9]4[CH:10]=[C:11]([CH2:16][OH:17])[CH:12]=[CH:13][C:14]=4[CH3:15])[CH:5]=[CH:4][N:3]=3)[CH:29]=[C:30]([N:32]3[CH2:33][CH2:34][O:35][CH2:36][CH2:37]3)[CH:31]=2)[CH2:24][CH2:23][O:22][CH2:21][CH2:20]1. The yield is 0.620. (6) The reactants are Br[C:2]1[CH:3]=[CH:4][C:5]2[N:6]([CH2:15][CH2:16][O:17][CH2:18][CH2:19][O:20][CH3:21])[C:7]3[C:12]([C:13]=2[CH:14]=1)=[CH:11][CH:10]=[CH:9][CH:8]=3.[Li]CCCC.CN([CH:30]=[O:31])C. The catalyst is C1COCC1. The product is [CH3:21][O:20][CH2:19][CH2:18][O:17][CH2:16][CH2:15][N:6]1[C:5]2[CH:4]=[CH:3][C:2]([CH:30]=[O:31])=[CH:14][C:13]=2[C:12]2[C:7]1=[CH:8][CH:9]=[CH:10][CH:11]=2. The yield is 0.600. (7) The reactants are [CH2:1]([O:8][C:9]1[C:18](=[O:19])[N:17]2[C:12]([C:13]([CH3:21])([CH3:20])[O:14][CH2:15][CH2:16]2)=[N:11][C:10]=1[C:22]([OH:24])=O)[C:2]1[CH:7]=[CH:6][CH:5]=[CH:4][CH:3]=1.[C:25](Cl)(=[O:29])[C:26](Cl)=O.FC(F)(F)C(O)=O.[NH2:38][CH2:39][C:40]1C=[CH:46][C:45]([F:48])=[CH:44][C:41]=1C#N.C(N(CC)C(C)C)C. The yield is 0.140. The catalyst is C(Cl)Cl.CN(C)C=O. The product is [CH2:1]([O:8][C:9]1[C:18](=[O:19])[N:17]2[C:12]([C:13]([CH3:21])([CH3:20])[O:14][CH2:15][CH2:16]2)=[N:11][C:10]=1[C:22]([N:38]1[CH2:39][C:40]2[C:26](=[CH:46][C:45]([F:48])=[CH:44][CH:41]=2)[C:25]1=[O:29])=[O:24])[C:2]1[CH:3]=[CH:4][CH:5]=[CH:6][CH:7]=1.